Task: Predict the reactants needed to synthesize the given product.. Dataset: Full USPTO retrosynthesis dataset with 1.9M reactions from patents (1976-2016) (1) The reactants are: [Br-].OC[C:4]1[CH:12]=[CH:11][C:7]([C:8](O)=O)=[CH:6][CH:5]=1.[C:13](=[O:16])([O-])[O-:14].[Cs+].[Cs+].CN([CH:22]=[O:23])C. Given the product [CH2:8]([O:14][C:13](=[O:16])[C:4]1[CH:12]=[CH:11][C:7]([CH2:22][OH:23])=[CH:6][CH:5]=1)[C:7]1[CH:6]=[CH:5][CH:4]=[CH:12][CH:11]=1, predict the reactants needed to synthesize it. (2) Given the product [C:56]([CH2:55][CH:54]([N:58]1[CH:62]=[C:61]([C:63]2[C:64]3[CH:71]=[CH:70][N:69]([CH2:72][O:73][CH2:74][CH2:75][Si:76]([CH3:77])([CH3:79])[CH3:78])[C:65]=3[N:66]=[CH:67][N:68]=2)[CH:60]=[N:59]1)[CH2:53][N:48]1[CH2:49][CH2:50][N:51]([C:7]([C:6]2[CH:10]=[CH:11][C:3]([C:1]#[N:2])=[CH:4][C:5]=2[F:12])=[O:9])[CH2:52][CH:47]1[CH:46]([F:45])[F:80])#[N:57], predict the reactants needed to synthesize it. The reactants are: [C:1]([C:3]1[CH:11]=[CH:10][C:6]([C:7]([OH:9])=O)=[C:5]([F:12])[CH:4]=1)#[N:2].F[P-](F)(F)(F)(F)F.C[N+](C)=C(N(C)C)ON1C2N=CC=CC=2N=N1.C(N(CC)CC)C.Cl.[F:45][CH:46]([F:80])[CH:47]1[CH2:52][NH:51][CH2:50][CH2:49][N:48]1[CH2:53][CH:54]([N:58]1[CH:62]=[C:61]([C:63]2[C:64]3[CH:71]=[CH:70][N:69]([CH2:72][O:73][CH2:74][CH2:75][Si:76]([CH3:79])([CH3:78])[CH3:77])[C:65]=3[N:66]=[CH:67][N:68]=2)[CH:60]=[N:59]1)[CH2:55][C:56]#[N:57]. (3) The reactants are: [CH2:1]([C:3]1([CH2:25][CH3:26])[C:7](=[O:8])[O:6][CH:5]([CH2:9][CH2:10][N:11]2[CH2:16][CH2:15][N:14]([C:17]3[CH:24]=[CH:23][CH:22]=[CH:21][C:18]=3C#N)[CH2:13][CH2:12]2)[CH2:4]1)[CH3:2].N1(C2C=CC([OH:39])=CC=2)CCNCC1.N1(C2C=CC=CC=2C#N)CCNCC1. Given the product [CH2:25]([C:3]1([CH2:1][CH3:2])[CH2:4][CH:5]([CH2:9][CH2:10][N:11]2[CH2:16][CH2:15][N:14]([C:17]3[CH:24]=[CH:23][C:22]([OH:39])=[CH:21][CH:18]=3)[CH2:13][CH2:12]2)[O:6][C:7]1=[O:8])[CH3:26], predict the reactants needed to synthesize it. (4) Given the product [OH:3][N:2]=[C:5]([C:27]1[C:36]2[C:31](=[CH:32][CH:33]=[C:34]([O:37][CH3:38])[CH:35]=2)[N:30]=[CH:29][C:28]=1[F:39])[CH2:6][CH2:7][CH:8]1[CH2:13][CH2:12][N:11]([CH2:14][CH2:15][S:16][C:17]2[S:18][CH:19]=[CH:20][CH:21]=2)[CH2:10][CH:9]1[CH2:22][C:23]([O:25][CH3:26])=[O:24], predict the reactants needed to synthesize it. The reactants are: Cl.[NH2:2][OH:3].O=[C:5]([C:27]1[C:36]2[C:31](=[CH:32][CH:33]=[C:34]([O:37][CH3:38])[CH:35]=2)[N:30]=[CH:29][C:28]=1[F:39])[CH2:6][CH2:7][CH:8]1[CH2:13][CH2:12][N:11]([CH2:14][CH2:15][S:16][C:17]2[S:18][CH:19]=[CH:20][CH:21]=2)[CH2:10][CH:9]1[CH2:22][C:23]([O:25][CH3:26])=[O:24]. (5) Given the product [NH2:15][C:2]([CH2:8][CH2:9][CH3:10])=[CH:3][C:4]([O:6][CH3:7])=[O:5], predict the reactants needed to synthesize it. The reactants are: O=[C:2]([CH2:8][CH2:9][CH3:10])[CH2:3][C:4]([O:6][CH3:7])=[O:5].C([O-])(=O)C.[NH4+:15].C(O)(=O)C. (6) Given the product [OH:9][CH2:8][CH2:7][CH:4]1[CH2:5][NH:6][C:2](=[O:1])[CH2:3]1, predict the reactants needed to synthesize it. The reactants are: [O:1]=[C:2]1[NH:6][CH2:5][CH:4]([CH2:7][C:8](OC)=[O:9])[CH2:3]1.[BH4-].[Li+]. (7) The reactants are: [CH3:1][N:2]1[C:10]2[C:5](=[CH:6][C:7](B(O)O)=[CH:8][CH:9]=2)[CH:4]=[N:3]1.Br[C:15]1[C:20]([CH3:21])=[CH:19][CH:18]=[C:17]([Cl:22])[N:16]=1.O.C(=O)([O-])[O-].[K+].[K+]. Given the product [Cl:22][C:17]1[N:16]=[C:15]([C:7]2[CH:6]=[C:5]3[C:10](=[CH:9][CH:8]=2)[N:2]([CH3:1])[N:3]=[CH:4]3)[C:20]([CH3:21])=[CH:19][CH:18]=1, predict the reactants needed to synthesize it. (8) The reactants are: [Al+3].[Cl-].[Cl-].[Cl-].Br[CH2:6][CH2:7][CH2:8][CH2:9][CH2:10][CH2:11][CH2:12][CH2:13][CH2:14][CH2:15][CH2:16][CH2:17][O:18][C:19]([F:22])([F:21])[F:20].[CH:23]1[CH:28]=[CH:27][CH:26]=[CH:25][CH:24]=1. Given the product [F:20][C:19]([F:22])([F:21])[O:18][CH2:17][CH2:16][CH2:15][CH2:14][CH2:13][CH2:12][CH2:11][CH2:10][CH2:9][CH2:8][CH2:7][CH2:6][C:23]1[CH:28]=[CH:27][CH:26]=[CH:25][CH:24]=1, predict the reactants needed to synthesize it.